This data is from Reaction yield outcomes from USPTO patents with 853,638 reactions. The task is: Predict the reaction yield, written as a fraction of the theoretical maximum amount of product (1.0 means a 100% yield; for example, 0.34 means a 34% yield). (1) The reactants are C(N(CC)CC)C.N1(O)C2C=CC=CC=2N=N1.Cl.CN(C)CCCN=C=NCC.[N:30]1[CH:35]=[CH:34][CH:33]=[CH:32][C:31]=1[C:36]([OH:38])=O.[NH2:39][C:40]1[N:45]=[C:44]([NH:46][C:47]2[CH:52]=[CH:51][CH:50]=[C:49]([Cl:53])[C:48]=2[F:54])[N:43]=[C:42]([C:55](=[N:57]O)[NH2:56])[N:41]=1. The catalyst is CN(C=O)C. The product is [Cl:53][C:49]1[C:48]([F:54])=[C:47]([NH:46][C:44]2[N:45]=[C:40]([NH2:39])[N:41]=[C:42]([C:55]3[N:56]=[C:36]([C:31]4[CH:32]=[CH:33][CH:34]=[CH:35][N:30]=4)[O:38][N:57]=3)[N:43]=2)[CH:52]=[CH:51][CH:50]=1. The yield is 0.170. (2) The reactants are [CH3:1][C:2]1([CH3:14])[C:10]2[CH:9]=[N:8][C:7](N)=[N:6][C:5]=2[C:4]([CH3:13])([CH3:12])[O:3]1.N([O-])=O.[Na+].[Cl:19]CCl. The catalyst is Cl.[Cl-].[Zn+2].[Cl-]. The product is [Cl:19][C:7]1[N:8]=[CH:9][C:10]2[C:2]([CH3:14])([CH3:1])[O:3][C:4]([CH3:13])([CH3:12])[C:5]=2[N:6]=1. The yield is 0.780. (3) The reactants are [C:1]([O:5][C:6](=[O:34])[NH:7][CH2:8][CH2:9][CH2:10][NH:11][CH:12]([C:16]1[N:21]([CH2:22][C:23]2[CH:28]=[CH:27][CH:26]=[CH:25][CH:24]=2)[C:20](=[O:29])[C:19]2=[CH:30][CH:31]=[C:32]([Cl:33])[N:18]2[N:17]=1)[CH:13]1[CH2:15][CH2:14]1)([CH3:4])([CH3:3])[CH3:2].CCN(CC)CC.[C:42]1([CH3:51])[CH:47]=[CH:46][C:45]([C:48](Cl)=[O:49])=[CH:44][CH:43]=1. The catalyst is C(Cl)Cl.CCOC(C)=O. The product is [C:1]([O:5][C:6](=[O:34])[NH:7][CH2:8][CH2:9][CH2:10][N:11]([CH:12]([C:16]1[N:21]([CH2:22][C:23]2[CH:24]=[CH:25][CH:26]=[CH:27][CH:28]=2)[C:20](=[O:29])[C:19]2=[CH:30][CH:31]=[C:32]([Cl:33])[N:18]2[N:17]=1)[CH:13]1[CH2:14][CH2:15]1)[C:48](=[O:49])[C:45]1[CH:46]=[CH:47][C:42]([CH3:51])=[CH:43][CH:44]=1)([CH3:4])([CH3:2])[CH3:3]. The yield is 0.660. (4) The yield is 0.596. The reactants are Cl[C:2]1[C:3]([C:8]([CH3:13])([CH3:12])[C:9]([OH:11])=O)=[N:4][CH:5]=[CH:6][N:7]=1.S(Cl)(Cl)=O.C(N(CC)CC)C.Cl.Cl.Cl.[CH3:28][C:29]1[CH:30]=[CH:31][C:32]([NH:35][C@H:36]2[CH2:39][C@@H:38]([NH2:40])[CH2:37]2)=[N:33][CH:34]=1.CC(C)([O-])C.[Na+]. The catalyst is ClCCCl.C1COCC1.O. The product is [CH3:12][C:8]1([CH3:13])[C:3]2[C:2](=[N:7][CH:6]=[CH:5][N:4]=2)[N:40]([C@H:38]2[CH2:37][C@@H:36]([NH:35][C:32]3[CH:31]=[CH:30][C:29]([CH3:28])=[CH:34][N:33]=3)[CH2:39]2)[C:9]1=[O:11]. (5) The reactants are Br[C:2]1[C:3]([CH3:15])=[N:4][C:5]([N:9]2[CH2:14][CH2:13][O:12][CH2:11][CH2:10]2)=[N:6][C:7]=1[CH3:8].CCCCCC.C([Li])CCC.[B:27](OC(C)C)([O:32]C(C)C)[O:28]C(C)C.[Cl-].[NH4+]. The catalyst is O1CCCC1. The product is [CH3:15][C:3]1[C:2]([B:27]([OH:32])[OH:28])=[C:7]([CH3:8])[N:6]=[C:5]([N:9]2[CH2:14][CH2:13][O:12][CH2:11][CH2:10]2)[N:4]=1. The yield is 0.580. (6) The reactants are [NH2:1][C:2]1[C:11]2[CH:10]=[CH:9][CH:8]=[C:7](Br)[C:6]=2[N:5]=[C:4]2[CH2:13][N:14]([CH:17]3[CH2:20][CH2:19][CH2:18]3)[C:15](=[O:16])[C:3]=12.C([Sn](CCCC)(CCCC)[C:26]1[CH:31]=[CH:30][CH:29]=[CH:28][N:27]=1)CCC. No catalyst specified. The product is [NH2:1][C:2]1[C:11]2[CH:10]=[CH:9][CH:8]=[C:7]([C:26]3[CH:31]=[CH:30][CH:29]=[CH:28][N:27]=3)[C:6]=2[N:5]=[C:4]2[CH2:13][N:14]([CH:17]3[CH2:20][CH2:19][CH2:18]3)[C:15](=[O:16])[C:3]=12. The yield is 0.392.